Predict the product of the given reaction. From a dataset of Forward reaction prediction with 1.9M reactions from USPTO patents (1976-2016). The product is: [F:1][C:2]1[CH:7]=[CH:6][C:5]([C@H:8]2[C@H:13]([C:14]([OH:16])=[O:15])[CH2:12][CH2:11][N:10]([CH2:18][CH2:19][C:20]3[CH:21]=[CH:22][CH:23]=[CH:24][CH:25]=3)[CH2:9]2)=[CH:4][CH:3]=1. Given the reactants [F:1][C:2]1[CH:7]=[CH:6][C:5]([C@H:8]2[C@H:13]([C:14]([O:16]C)=[O:15])[CH2:12][CH2:11][N:10]([CH2:18][CH2:19][C:20]3[CH:25]=[CH:24][CH:23]=[CH:22][CH:21]=3)[CH2:9]2)=[CH:4][CH:3]=1.[OH-].[Li+], predict the reaction product.